This data is from Full USPTO retrosynthesis dataset with 1.9M reactions from patents (1976-2016). The task is: Predict the reactants needed to synthesize the given product. (1) Given the product [CH3:1][O:2][C:3](=[O:61])[NH:4][CH:5]([C:9]([N:11]1[CH2:15][CH2:14][CH2:13][CH:12]1[C:16]1[NH:17][C:18]([C:21]2[CH:30]=[CH:29][C:28]3[C:23](=[CH:24][CH:25]=[C:26]([C:31]4[CH:32]=[CH:33][C:34]([C:37]5[NH:38][C:39]([CH:42]6[CH2:46][CH2:45][CH2:44][N:43]6[C:47](=[O:60])[CH:48]([NH:55][C:56]([O:58][CH3:59])=[O:57])[C:49]6[CH:54]=[CH:53][CH:52]=[CH:51][C:50]=6[CH3:62])=[N:40][CH:41]=5)=[CH:35][CH:36]=4)[CH:27]=3)[CH:22]=2)=[CH:19][N:20]=1)=[O:10])[CH:6]([CH3:8])[CH3:7], predict the reactants needed to synthesize it. The reactants are: [CH3:1][O:2][C:3](=[O:61])[NH:4][CH:5]([C:9]([N:11]1[CH2:15][CH2:14][CH2:13][CH:12]1[C:16]1[NH:17][C:18]([C:21]2[CH:30]=[CH:29][C:28]3[C:23](=[CH:24][CH:25]=[C:26]([C:31]4[CH:36]=[CH:35][C:34]([C:37]5[NH:38][C:39]([C@@H:42]6[CH2:46][CH2:45][CH2:44][N:43]6[C:47](=[O:60])[CH:48]([NH:55][C:56]([O:58][CH3:59])=[O:57])[C:49]6[CH:54]=[CH:53][CH:52]=[CH:51][CH:50]=6)=[N:40][CH:41]=5)=[CH:33][CH:32]=4)[CH:27]=3)[CH:22]=2)=[CH:19][N:20]=1)=[O:10])[CH:6]([CH3:8])[CH3:7].[CH3:62]OC(NC(C1C=CC=CC=1C)C(O)=O)=O. (2) Given the product [CH3:18][C:19]1[O:17][N:16]=[C:2]([CH:3]2[CH2:8][CH2:7][CH2:6][CH2:5][N:4]2[C:9]([O:11][C:12]([CH3:14])([CH3:13])[CH3:15])=[O:10])[N:1]=1, predict the reactants needed to synthesize it. The reactants are: [NH2:1]/[C:2](=[N:16]\[OH:17])/[CH:3]1[CH2:8][CH2:7][CH2:6][CH2:5][N:4]1[C:9]([O:11][C:12]([CH3:15])([CH3:14])[CH3:13])=[O:10].[CH3:18][CH2:19]N(C(C)C)C(C)C.C(Cl)(=O)C. (3) Given the product [C:10]([NH:11][C@:7]([CH3:14])([C:8]([OH:15])=[O:13])[CH2:6][S:5][C:1]([CH3:4])([CH3:3])[CH3:2])(=[O:12])[NH2:9], predict the reactants needed to synthesize it. The reactants are: [C:1]([S:5][CH2:6][C:7]1([CH3:14])[NH:11][C:10](=[O:12])[NH:9][C:8]1=[O:13])([CH3:4])([CH3:3])[CH3:2].[OH-:15].[Ba+2].[OH-]. (4) Given the product [CH3:1][C:2]1([CH3:30])[C:14]2[CH:13]=[C:12]([C:15]3[C:24]4[C:19](=[CH:20][CH:21]=[CH:22][CH:23]=4)[CH:18]=[CH:17][C:16]=3[C:33]([OH:36])([CH3:34])[CH3:31])[CH:11]=[CH:10][C:9]=2[C:8]2[C:3]1=[CH:4][CH:5]=[CH:6][CH:7]=2, predict the reactants needed to synthesize it. The reactants are: [CH3:1][C:2]1([CH3:30])[C:14]2[CH:13]=[C:12]([C:15]3[C:24]4[C:19](=[CH:20][CH:21]=[CH:22][CH:23]=4)[CH:18]=[CH:17][C:16]=3C(OCC)=O)[CH:11]=[CH:10][C:9]=2[C:8]2[C:3]1=[CH:4][CH:5]=[CH:6][CH:7]=2.[CH3:31][Li].[C:33]([OH:36])(=O)[CH3:34].